From a dataset of Reaction yield outcomes from USPTO patents with 853,638 reactions. Predict the reaction yield, written as a fraction of the theoretical maximum amount of product (1.0 means a 100% yield; for example, 0.34 means a 34% yield). (1) The reactants are C(O[C:4]([CH:6]1[C:11](=[O:12])[N:10]2[CH:13]=[CH:14][N:15]=[C:9]2[N:8]([CH2:16][CH2:17][CH:18]([CH3:20])[CH3:19])[C:7]1=[O:21])=O)C.[NH2:22][C:23]1[CH:28]=[CH:27][CH:26]=[CH:25][C:24]=1[S:29]([NH2:32])(=[O:31])=[O:30].C1CCN2C(=NCCC2)CC1. The catalyst is CN(C=O)C. The product is [O:30]=[S:29]1(=[O:31])[C:24]2[CH:25]=[CH:26][CH:27]=[CH:28][C:23]=2[NH:22][C:4]([C:6]2[C:7](=[O:21])[N:8]([CH2:16][CH2:17][CH:18]([CH3:19])[CH3:20])[C:9]3[N:10]([CH:13]=[CH:14][N:15]=3)[C:11]=2[OH:12])=[N:32]1. The yield is 0.0600. (2) The reactants are C([NH2:8])C1C=CC=CC=1.Cl[C:10]1[C:38]([CH3:39])=[CH:37][C:13]2[N:14]=[C:15]3[C:20]([N:21]([CH2:22][CH2:23][N:24]4[CH2:29][CH2:28][CH:27]([C:30]([O:32]CC)=[O:31])[CH2:26][CH2:25]4)[C:12]=2[CH:11]=1)=[N:19][C:18](=[O:35])[NH:17][C:16]3=[O:36].O1CCCC1.[OH-].[Li+]. The catalyst is CN(C)C(=O)C.CO. The product is [NH2:8][C:10]1[C:38]([CH3:39])=[CH:37][C:13]2[N:14]=[C:15]3[C:20]([N:21]([CH2:22][CH2:23][N:24]4[CH2:25][CH2:26][CH:27]([C:30]([OH:32])=[O:31])[CH2:28][CH2:29]4)[C:12]=2[CH:11]=1)=[N:19][C:18](=[O:35])[NH:17][C:16]3=[O:36]. The yield is 0.870. (3) The catalyst is C1COCC1. The product is [CH:1]([O:4][C:5]([N:7]1[CH2:13][CH2:12][CH2:11][CH:10]([N:14]([CH2:21][C:22]2[CH:23]=[C:24]([C:32]([F:33])([F:34])[F:35])[CH:25]=[C:26]([C:28]([F:29])([F:30])[F:31])[CH:27]=2)[C:15]2[CH:16]=[N:17][CH:18]=[CH:19][CH:20]=2)[C:9]2[CH:37]=[C:38]([CH3:45])[C:39]([C:41]([F:44])([F:43])[F:42])=[CH:40][C:8]1=2)=[O:6])([CH3:3])[CH3:2]. The yield is 0.220. The reactants are [CH:1]([O:4][C:5]([N:7]1[CH2:13][CH2:12][CH2:11][CH:10]([N:14]([C:21](=O)[C:22]2[CH:27]=[C:26]([C:28]([F:31])([F:30])[F:29])[CH:25]=[C:24]([C:32]([F:35])([F:34])[F:33])[CH:23]=2)[C:15]2[CH:16]=[N:17][CH:18]=[CH:19][CH:20]=2)[C:9]2[CH:37]=[C:38]([CH3:45])[C:39]([C:41]([F:44])([F:43])[F:42])=[CH:40][C:8]1=2)=[O:6])([CH3:3])[CH3:2].